From a dataset of Full USPTO retrosynthesis dataset with 1.9M reactions from patents (1976-2016). Predict the reactants needed to synthesize the given product. (1) Given the product [F:1][C:2]1[C:7]([C:8]2[CH2:12][CH2:11][CH:10]([OH:13])[CH:9]=2)=[CH:6][CH:5]=[CH:4][N:3]=1, predict the reactants needed to synthesize it. The reactants are: [F:1][C:2]1[C:7]([C:8]2[CH2:12][CH2:11][C:10](=[O:13])[CH:9]=2)=[CH:6][CH:5]=[CH:4][N:3]=1.[Cl-].[Ce+3].[Cl-].[Cl-].[B-].[Na+]. (2) Given the product [Si:22]([O:1][CH2:2][C:3]1[C:4]([N+:15]([O-:17])=[O:16])=[C:5]([CH:12]=[CH:13][CH:14]=1)[C:6]([N:8]([O:10][CH3:11])[CH3:9])=[O:7])([C:19]([CH3:21])([CH3:20])[CH3:18])([CH3:24])[CH3:23], predict the reactants needed to synthesize it. The reactants are: [OH:1][CH2:2][C:3]1[C:4]([N+:15]([O-:17])=[O:16])=[C:5]([CH:12]=[CH:13][CH:14]=1)[C:6]([N:8]([O:10][CH3:11])[CH3:9])=[O:7].[CH3:18][C:19]([Si:22](Cl)([CH3:24])[CH3:23])([CH3:21])[CH3:20].N1C=CN=C1.O. (3) Given the product [O:19]([C:18]1[C:13]([NH:12][C:10]([NH2:9])=[S:11])=[N:14][CH:15]=[C:16]([S:26][C:27]2[CH:32]=[CH:31][CH:30]=[CH:29][N:28]=2)[CH:17]=1)[C:20]1[CH:25]=[CH:24][CH:23]=[CH:22][CH:21]=1, predict the reactants needed to synthesize it. The reactants are: C([NH:9][C:10]([NH:12][C:13]1[C:18]([O:19][C:20]2[CH:25]=[CH:24][CH:23]=[CH:22][CH:21]=2)=[CH:17][C:16]([S:26][C:27]2[CH:32]=[CH:31][CH:30]=[CH:29][N:28]=2)=[CH:15][N:14]=1)=[S:11])(=O)C1C=CC=CC=1.C([O-])([O-])=O.[K+].[K+]. (4) Given the product [CH:21]1[C:22]2[C:31](=[CH:30][C:29]3[C:24]([CH:23]=2)=[CH:25][CH:26]=[CH:27][CH:28]=3)[CH:32]=[CH:33][CH:20]=1, predict the reactants needed to synthesize it. The reactants are: BrC1C=CC=CC=1C1C=CC=CC=1.[Li]C(C)(C)C.Br[C:20]1[CH:33]=[CH:32][C:31]2[C:30](=O)[C:29]3[C:24](=[CH:25][CH:26]=[CH:27][CH:28]=3)[C:23](=O)[C:22]=2[CH:21]=1.